Predict the reactants needed to synthesize the given product. From a dataset of Full USPTO retrosynthesis dataset with 1.9M reactions from patents (1976-2016). (1) The reactants are: [C:1]([C:3]1[CH:11]=[CH:10][C:6]([C:7]([OH:9])=O)=[CH:5][N:4]=1)#[N:2].[CH:12]1([CH2:15][N:16]2[C:24]3[N:23]=[C:22]([CH2:25][C:26]4[CH:31]=[CH:30][C:29]([NH:32][CH3:33])=[CH:28][CH:27]=4)[NH:21][C:20]=3[C:19](=[O:34])[N:18]([CH2:35][C:36]3[CH:41]=[CH:40][CH:39]=[CH:38][C:37]=3[F:42])[C:17]2=[O:43])[CH2:14][CH2:13]1. Given the product [C:1]([C:3]1[CH:11]=[CH:10][C:6]([C:7]([N:32]([C:29]2[CH:30]=[CH:31][C:26]([CH2:25][C:22]3[NH:21][C:20]4[C:19](=[O:34])[N:18]([CH2:35][C:36]5[CH:41]=[CH:40][CH:39]=[CH:38][C:37]=5[F:42])[C:17](=[O:43])[N:16]([CH2:15][CH:12]5[CH2:14][CH2:13]5)[C:24]=4[N:23]=3)=[CH:27][CH:28]=2)[CH3:33])=[O:9])=[CH:5][N:4]=1)#[N:2], predict the reactants needed to synthesize it. (2) Given the product [CH2:26]([O:25][C:23]([NH:22][C@@H:20]([CH3:21])[C:19]([NH:18][C@@H:7]([CH2:8][C:9]1[C:17]2[C:12](=[CH:13][CH:14]=[CH:15][CH:16]=2)[NH:11][CH:10]=1)[C:6]([OH:34])=[O:5])=[O:33])=[O:24])[C:27]1[CH:32]=[CH:31][CH:30]=[CH:29][CH:28]=1, predict the reactants needed to synthesize it. The reactants are: C([O:5][C:6](=[O:34])[C@@H:7]([NH:18][C:19](=[O:33])[C@@H:20]([NH:22][C:23]([O:25][CH2:26][C:27]1[CH:32]=[CH:31][CH:30]=[CH:29][CH:28]=1)=[O:24])[CH3:21])[CH2:8][C:9]1[C:17]2[C:12](=[CH:13][CH:14]=[CH:15][CH:16]=2)[NH:11][CH:10]=1)(C)(C)C.FC(F)(F)C(O)C(F)(F)F. (3) Given the product [Si:14]([O:13][C@@H:10]1[CH2:11][CH2:12][N:8]([C:5]2[N:6]=[N:7][C:2]([Cl:1])=[CH:3][CH:4]=2)[CH2:9]1)([C:17]([CH3:20])([CH3:19])[CH3:18])([CH3:16])[CH3:15], predict the reactants needed to synthesize it. The reactants are: [Cl:1][C:2]1[N:7]=[N:6][C:5]([N:8]2[CH2:12][CH2:11][C@@H:10]([OH:13])[CH2:9]2)=[CH:4][CH:3]=1.[Si:14](Cl)([C:17]([CH3:20])([CH3:19])[CH3:18])([CH3:16])[CH3:15].N1C=CN=C1. (4) The reactants are: [Cl:1][C:2]1[CH:10]=[C:9]2[C:5]([CH:6]=[N:7][NH:8]2)=[CH:4][CH:3]=1.[OH-].[K+].[I:13]I. Given the product [Cl:1][C:2]1[CH:10]=[C:9]2[C:5]([C:6]([I:13])=[N:7][NH:8]2)=[CH:4][CH:3]=1, predict the reactants needed to synthesize it.